Dataset: Catalyst prediction with 721,799 reactions and 888 catalyst types from USPTO. Task: Predict which catalyst facilitates the given reaction. (1) Reactant: [CH3:1][O:2][C:3](=[O:29])[CH:4]([O:6][C:7]1[C:12]2[N:13](CC3C=CC4C(=CC=CC=4)C=3)[C:14](=[O:17])[CH2:15][O:16][C:11]=2[CH:10]=[CH:9][CH:8]=1)[CH3:5].BrCC1C=CC2C(=CC=CC=2)C=1.C([O-])([O-])=O.[K+].[K+]. Product: [CH3:1][O:2][C:3](=[O:29])[CH:4]([O:6][C:7]1[C:12]2[NH:13][C:14](=[O:17])[CH2:15][O:16][C:11]=2[CH:10]=[CH:9][CH:8]=1)[CH3:5]. The catalyst class is: 18. (2) The catalyst class is: 15. Product: [Br:15][CH2:2][C:1]([C:4]1[CH:14]=[CH:13][C:7]([O:8][CH2:9][C:10]([OH:12])=[O:11])=[CH:6][CH:5]=1)=[O:3]. Reactant: [C:1]([C:4]1[CH:14]=[CH:13][C:7]([O:8][CH2:9][C:10]([OH:12])=[O:11])=[CH:6][CH:5]=1)(=[O:3])[CH3:2].[Br:15]Br.C(OCC)C. (3) Product: [CH3:20][C:19]1[CH:21]=[CH:22][C:16]([S:13]([O:12][CH2:11][CH2:10][O:9][CH:1]2[CH2:2][CH2:3][CH2:4][CH:5]=[CH:6][CH2:7][CH2:8]2)(=[O:15])=[O:14])=[CH:17][CH:18]=1. Reactant: [CH:1]1([O:9][CH2:10][CH2:11][OH:12])[CH2:8][CH2:7][CH2:6][CH:5]=[CH:4][CH2:3][CH2:2]1.[S:13](Cl)([C:16]1[CH:22]=[CH:21][C:19]([CH3:20])=[CH:18][CH:17]=1)(=[O:15])=[O:14].C(N(CC)CC)C.CC(=O)OCC. The catalyst class is: 10. (4) Reactant: [NH2:1][C:2]1[CH:3]=[CH:4][C:5]([CH3:24])=[C:6]([CH:23]=1)[O:7][C:8]1[CH:9]=[CH:10][C:11]2[N:12]([CH:14]=[C:15]([NH:17][C:18]([CH:20]3[CH2:22][CH2:21]3)=[O:19])[N:16]=2)[N:13]=1.[C:25]([C:27]1([C:30]2[CH:31]=[C:32]([CH:36]=[CH:37][CH:38]=2)[C:33](O)=[O:34])[CH2:29][CH2:28]1)#[N:26].Cl.CN(C)CCCN=C=NCC.ON1C2C=CC=CC=2N=N1. Product: [C:25]([C:27]1([C:30]2[CH:31]=[C:32]([CH:36]=[CH:37][CH:38]=2)[C:33]([NH:1][C:2]2[CH:3]=[CH:4][C:5]([CH3:24])=[C:6]([O:7][C:8]3[CH:9]=[CH:10][C:11]4[N:12]([CH:14]=[C:15]([NH:17][C:18]([CH:20]5[CH2:22][CH2:21]5)=[O:19])[N:16]=4)[N:13]=3)[CH:23]=2)=[O:34])[CH2:28][CH2:29]1)#[N:26]. The catalyst class is: 9. (5) Reactant: [OH:1][CH2:2][C@@H:3]([NH:8][C:9](=[O:15])[O:10][C:11]([CH3:14])([CH3:13])[CH3:12])[CH2:4][CH2:5][S:6][CH3:7].C(N(CC)CC)C.[CH3:23][S:24](Cl)(=[O:26])=[O:25]. Product: [CH3:23][S:24]([O:1][CH2:2][C@@H:3]([NH:8][C:9]([O:10][C:11]([CH3:12])([CH3:14])[CH3:13])=[O:15])[CH2:4][CH2:5][S:6][CH3:7])(=[O:26])=[O:25]. The catalyst class is: 2. (6) Reactant: [F:1][C:2]1[CH:47]=[CH:46][C:5]([O:6][CH:7]2[CH2:12][CH2:11][N:10]([C:13]([NH:15][CH:16]([C:28]([N:30]([CH3:45])[C:31]3[CH:36]=[CH:35][CH:34]=[C:33]([CH2:37][NH:38]C(=O)C(F)(F)F)[CH:32]=3)=[O:29])[CH:17]([C:19]3[C:27]4[C:22](=[CH:23][CH:24]=[CH:25][CH:26]=4)[NH:21][CH:20]=3)[CH3:18])=[O:14])[CH2:9][CH2:8]2)=[CH:4][CH:3]=1.C(=O)([O-])[O-].[K+].[K+]. Product: [NH2:38][CH2:37][C:33]1[CH:32]=[C:31]([N:30]([CH3:45])[C:28]([CH:16]([NH:15][C:13]([N:10]2[CH2:11][CH2:12][CH:7]([O:6][C:5]3[CH:4]=[CH:3][C:2]([F:1])=[CH:47][CH:46]=3)[CH2:8][CH2:9]2)=[O:14])[CH:17]([C:19]2[C:27]3[C:22](=[CH:23][CH:24]=[CH:25][CH:26]=3)[NH:21][CH:20]=2)[CH3:18])=[O:29])[CH:36]=[CH:35][CH:34]=1. The catalyst class is: 5.